This data is from NCI-60 drug combinations with 297,098 pairs across 59 cell lines. The task is: Regression. Given two drug SMILES strings and cell line genomic features, predict the synergy score measuring deviation from expected non-interaction effect. (1) Drug 1: C1=CC(=CC=C1CCC2=CNC3=C2C(=O)NC(=N3)N)C(=O)NC(CCC(=O)O)C(=O)O. Drug 2: CC1=C(C(CCC1)(C)C)C=CC(=CC=CC(=CC(=O)O)C)C. Cell line: MALME-3M. Synergy scores: CSS=34.8, Synergy_ZIP=-2.47, Synergy_Bliss=-0.952, Synergy_Loewe=5.28, Synergy_HSA=5.49. (2) Drug 2: B(C(CC(C)C)NC(=O)C(CC1=CC=CC=C1)NC(=O)C2=NC=CN=C2)(O)O. Synergy scores: CSS=38.2, Synergy_ZIP=0.910, Synergy_Bliss=3.96, Synergy_Loewe=3.28, Synergy_HSA=3.91. Drug 1: C1=CC=C(C=C1)NC(=O)CCCCCCC(=O)NO. Cell line: OVCAR-5. (3) Drug 1: CC1=C(C=C(C=C1)C(=O)NC2=CC(=CC(=C2)C(F)(F)F)N3C=C(N=C3)C)NC4=NC=CC(=N4)C5=CN=CC=C5. Synergy scores: CSS=8.82, Synergy_ZIP=-3.26, Synergy_Bliss=2.16, Synergy_Loewe=-33.6, Synergy_HSA=-13.4. Drug 2: C1=NC2=C(N=C(N=C2N1C3C(C(C(O3)CO)O)F)Cl)N. Cell line: SN12C.